Dataset: Forward reaction prediction with 1.9M reactions from USPTO patents (1976-2016). Task: Predict the product of the given reaction. (1) Given the reactants [OH:1][C:2]1[CH:3]=[CH:4][CH:5]=[C:6]2[C:10]=1[NH:9][CH:8]=[CH:7]2.C1(P(C2C=CC=CC=2)C2C=CC=CC=2)C=CC=CC=1.N(C(OC(C)C)=O)=NC(OC(C)C)=O.[Cl:44][CH2:45][CH2:46]O, predict the reaction product. The product is: [Cl:44][CH2:45][CH2:46][O:1][C:2]1[CH:3]=[CH:4][CH:5]=[C:6]2[C:10]=1[NH:9][CH:8]=[CH:7]2. (2) Given the reactants [CH2:1]([O:4][CH:5]([C:18]1[CH:23]=[CH:22][CH:21]=[C:20]([C:24]2[C:29]([CH3:30])=[CH:28][C:27]([CH3:31])=[CH:26][C:25]=2[CH3:32])[N:19]=1)[CH:6]=[C:7]([C:13]([O:15][CH2:16][CH3:17])=[O:14])[C:8]([O:10]CC)=O)[CH2:2][CH3:3], predict the reaction product. The product is: [C:29]1([CH3:30])[CH:28]=[C:27]([CH3:31])[CH:26]=[C:25]([CH3:32])[C:24]=1[C:20]1[N:19]2[C:18]([CH:23]=[CH:22][CH:21]=1)=[C:5]([O:4][CH2:1][CH2:2][CH3:3])[CH:6]=[C:7]([C:13]([O:15][CH2:16][CH3:17])=[O:14])[C:8]2=[O:10]. (3) The product is: [SH:2][CH2:3][CH2:4][NH:5][C:13](=[O:18])[C:14]([CH3:17])([CH3:16])[CH3:15]. Given the reactants Cl.[SH:2][CH2:3][CH2:4][NH2:5].C(N(CC)CC)C.[C:13](Cl)(=[O:18])[C:14]([CH3:17])([CH3:16])[CH3:15].[Cl-].[NH4+], predict the reaction product. (4) The product is: [F:8][C:6]1[CH:5]=[C:4]([CH2:9][C:10]([N:14]([CH3:13])[C@H:15]([C:17]([C:19]2([NH2:38])[N:25]=[C:24]([C:26]3[CH:31]=[CH:30][CH:29]=[CH:28][CH:27]=3)[C:23]3[CH:32]=[CH:33][CH:34]=[CH:35][C:22]=3[N:21]([CH3:36])[C:20]2=[O:37])=[O:18])[CH3:16])=[O:12])[CH:3]=[C:2]([F:1])[CH:7]=1. Given the reactants [F:1][C:2]1[CH:3]=[C:4]([CH2:9][C:10]([OH:12])=O)[CH:5]=[C:6]([F:8])[CH:7]=1.[CH3:13][NH:14][C@H:15]([C:17]([C:19]1([NH2:38])[N:25]=[C:24]([C:26]2[CH:31]=[CH:30][CH:29]=[CH:28][CH:27]=2)[C:23]2[CH:32]=[CH:33][CH:34]=[CH:35][C:22]=2[N:21]([CH3:36])[C:20]1=[O:37])=[O:18])[CH3:16], predict the reaction product. (5) Given the reactants Br[C:2]1[CH:3]=[CH:4][C:5]([O:12][CH3:13])=[C:6]([CH:11]=1)[C:7]([O:9][CH3:10])=[O:8].[B:14]1([B:14]2[O:18][C:17]([CH3:20])([CH3:19])[C:16]([CH3:22])([CH3:21])[O:15]2)[O:18][C:17]([CH3:20])([CH3:19])[C:16]([CH3:22])([CH3:21])[O:15]1.C([O-])(=O)C.[K+].O1CCOCC1, predict the reaction product. The product is: [CH3:13][O:12][C:5]1[CH:4]=[CH:3][C:2]([B:14]2[O:18][C:17]([CH3:20])([CH3:19])[C:16]([CH3:22])([CH3:21])[O:15]2)=[CH:11][C:6]=1[C:7]([O:9][CH3:10])=[O:8].